This data is from Catalyst prediction with 721,799 reactions and 888 catalyst types from USPTO. The task is: Predict which catalyst facilitates the given reaction. (1) Reactant: [O:1]=[C:2]1[C:6]2([CH2:11][CH2:10][NH:9][CH2:8][CH2:7]2)[N:5]([C:12]2[CH:17]=[CH:16][CH:15]=[CH:14][CH:13]=2)[CH2:4][N:3]1[CH2:18][C:19]1[CH:20]=[C:21]([CH:29]=[CH:30][CH:31]=1)[C:22]([O:24][C:25]([CH3:28])([CH3:27])[CH3:26])=[O:23].[Cl:32][C:33]1[CH:34]=[CH:35][C:36]2[NH:40][C:39](=[O:41])[N:38]([CH2:42][CH2:43][CH2:44]Cl)[C:37]=2[CH:46]=1.[I-].[Na+].C(=O)([O-])[O-].[K+].[K+]. Product: [Cl:32][C:33]1[CH:34]=[CH:35][C:36]2[NH:40][C:39](=[O:41])[N:38]([CH2:42][CH2:43][CH2:44][N:9]3[CH2:10][CH2:11][C:6]4([N:5]([C:12]5[CH:13]=[CH:14][CH:15]=[CH:16][CH:17]=5)[CH2:4][N:3]([CH2:18][C:19]5[CH:20]=[C:21]([CH:29]=[CH:30][CH:31]=5)[C:22]([O:24][C:25]([CH3:28])([CH3:26])[CH3:27])=[O:23])[C:2]4=[O:1])[CH2:7][CH2:8]3)[C:37]=2[CH:46]=1. The catalyst class is: 131. (2) Reactant: [O:1]([CH2:8][CH2:9]Br)[C:2]1[CH:7]=[CH:6][CH:5]=[CH:4][CH:3]=1.[NH:11]1[CH2:16][CH2:15][CH:14]([O:17][C:18]2[CH:19]=[C:20]3[C:25](=[CH:26][CH:27]=2)[C:24](=[O:28])[NH:23][CH:22]=[CH:21]3)[CH2:13][CH2:12]1.C(=O)([O-])[O-].[K+].[K+]. Product: [O:1]([CH2:8][CH2:9][N:11]1[CH2:12][CH2:13][CH:14]([O:17][C:18]2[CH:19]=[C:20]3[C:25](=[CH:26][CH:27]=2)[C:24](=[O:28])[NH:23][CH:22]=[CH:21]3)[CH2:15][CH2:16]1)[C:2]1[CH:7]=[CH:6][CH:5]=[CH:4][CH:3]=1. The catalyst class is: 9. (3) Reactant: Cl[C:2]1[C:11]2[C:6](=[CH:7][C:8]([S:12]([O:15][C:16]3[C:21]([F:22])=[C:20]([F:23])[C:19]([F:24])=[C:18]([F:25])[C:17]=3[F:26])(=[O:14])=[O:13])=[CH:9][CH:10]=2)[CH:5]=[CH:4][N:3]=1.[C:27]([C:29]1[CH:34]=[CH:33][C:32](B(O)O)=[C:31]([O:38][CH3:39])[CH:30]=1)#[N:28].C(=O)([O-])[O-].[K+].[K+]. Product: [C:27]([C:29]1[CH:34]=[CH:33][C:32]([C:2]2[C:11]3[C:6](=[CH:7][C:8]([S:12]([O:15][C:16]4[C:21]([F:22])=[C:20]([F:23])[C:19]([F:24])=[C:18]([F:25])[C:17]=4[F:26])(=[O:14])=[O:13])=[CH:9][CH:10]=3)[CH:5]=[CH:4][N:3]=2)=[C:31]([O:38][CH3:39])[CH:30]=1)#[N:28]. The catalyst class is: 73. (4) Product: [Br:21][C:18]1[S:19][C:15]([N:12]2[CH2:11][CH2:10][N:9]([CH:6]([CH3:8])[CH3:7])[CH2:14][CH2:13]2)=[CH:16][N:17]=1. Reactant: C([Li])CCC.[CH:6]([N:9]1[CH2:14][CH2:13][N:12]([C:15]2[S:19][CH:18]=[N:17][CH:16]=2)[CH2:11][CH2:10]1)([CH3:8])[CH3:7].C(Br)(Br)(Br)[Br:21]. The catalyst class is: 1. (5) Reactant: [C:1]1([C:7]2[S:8][CH:9]=[C:10]([C:12]([C:14]3[CH:19]=[C:18]([O:20]C)[C:17]([O:22]C)=[C:16]([O:24]C)[CH:15]=3)=[O:13])[N:11]=2)[CH:6]=[CH:5][CH:4]=[CH:3][CH:2]=1.B(Br)(Br)Br. Product: [C:1]1([C:7]2[S:8][CH:9]=[C:10]([C:12]([C:14]3[CH:19]=[C:18]([OH:20])[C:17]([OH:22])=[C:16]([OH:24])[CH:15]=3)=[O:13])[N:11]=2)[CH:6]=[CH:5][CH:4]=[CH:3][CH:2]=1. The catalyst class is: 168.